Dataset: Merck oncology drug combination screen with 23,052 pairs across 39 cell lines. Task: Regression. Given two drug SMILES strings and cell line genomic features, predict the synergy score measuring deviation from expected non-interaction effect. Drug 1: Cn1nnc2c(C(N)=O)ncn2c1=O. Drug 2: C#Cc1cccc(Nc2ncnc3cc(OCCOC)c(OCCOC)cc23)c1. Cell line: VCAP. Synergy scores: synergy=10.9.